This data is from Forward reaction prediction with 1.9M reactions from USPTO patents (1976-2016). The task is: Predict the product of the given reaction. (1) Given the reactants [Br:1][C:2]1[CH:7]=[CH:6][C:5](I)=[CH:4][CH:3]=1.C(O)CO.P([O-])([O-])([O-])=O.[K+].[K+].[K+].[NH:21]1[CH2:25][CH2:24][CH:23]([N:26]2[CH2:31][CH2:30][CH2:29][CH2:28][CH2:27]2)[CH2:22]1, predict the reaction product. The product is: [Br:1][C:2]1[CH:7]=[CH:6][C:5]([N:21]2[CH2:25][CH2:24][CH:23]([N:26]3[CH2:27][CH2:28][CH2:29][CH2:30][CH2:31]3)[CH2:22]2)=[CH:4][CH:3]=1. (2) Given the reactants [Br:1][CH2:2][C:3]([C:5]1[C:6](=[O:16])[O:7][C:8]2[C:13]([CH:14]=1)=[CH:12][CH:11]=[C:10]([F:15])[CH:9]=2)=O.[CH3:17][C:18]1[N:19]=[C:20]([C:25]([F:28])([F:27])[F:26])[C:21]([NH2:24])=[N:22][CH:23]=1, predict the reaction product. The product is: [BrH:1].[F:15][C:10]1[CH:9]=[C:8]2[C:13]([CH:14]=[C:5]([C:3]3[N:24]=[C:21]4[C:20]([C:25]([F:28])([F:26])[F:27])=[N:19][C:18]([CH3:17])=[CH:23][N:22]4[CH:2]=3)[C:6](=[O:16])[O:7]2)=[CH:12][CH:11]=1.